From a dataset of Catalyst prediction with 721,799 reactions and 888 catalyst types from USPTO. Predict which catalyst facilitates the given reaction. (1) Reactant: Br[CH2:2][C:3]1[C:4]([I:10])=[CH:5][C:6]([F:9])=[N:7][CH:8]=1.[NH:11]1[CH2:16][CH2:15][O:14][CH2:13][CH2:12]1.CC#N.C(N(CC)C(C)C)(C)C. Product: [F:9][C:6]1[N:7]=[CH:8][C:3]([CH2:2][N:11]2[CH2:16][CH2:15][O:14][CH2:13][CH2:12]2)=[C:4]([I:10])[CH:5]=1. The catalyst class is: 2. (2) Reactant: [Cl:1][C:2]1[C:3]([NH:30][C:31]2[CH:36]=[CH:35][CH:34]=[CH:33][C:32]=2[NH:37][S:38]([CH3:41])(=[O:40])=[O:39])=[N:4][C:5]([NH:8][C:9]2[CH:14]=[CH:13][CH:12]=[C:11]([O:15][CH2:16][CH:17]3[CH2:22][CH2:21][N:20](C(OC(C)(C)C)=O)[CH2:19][CH2:18]3)[CH:10]=2)=[N:6][CH:7]=1.C(O)(C(F)(F)F)=O. Product: [Cl:1][C:2]1[C:3]([NH:30][C:31]2[CH:36]=[CH:35][CH:34]=[CH:33][C:32]=2[NH:37][S:38]([CH3:41])(=[O:40])=[O:39])=[N:4][C:5]([NH:8][C:9]2[CH:14]=[CH:13][CH:12]=[C:11]([O:15][CH2:16][CH:17]3[CH2:18][CH2:19][NH:20][CH2:21][CH2:22]3)[CH:10]=2)=[N:6][CH:7]=1. The catalyst class is: 2. (3) Product: [N:15]1([CH2:14][CH2:13][N:9]2[C:10]3[C:6](=[CH:5][C:4]([NH2:1])=[CH:12][CH:11]=3)[CH:7]=[CH:8]2)[CH2:20][CH2:19][CH2:18][CH2:17][CH2:16]1. Reactant: [N+:1]([C:4]1[CH:5]=[C:6]2[C:10](=[CH:11][CH:12]=1)[N:9]([CH2:13][CH2:14][N:15]1[CH2:20][CH2:19][CH2:18][CH2:17][CH2:16]1)[CH:8]=[CH:7]2)([O-])=O.O.NN. The catalyst class is: 94. (4) The catalyst class is: 516. Product: [CH3:14][C:15]([CH3:20])([CH3:19])[C:16]([C:10]1[CH:11]=[CH:12][C:7]([C:5]([O:4][CH2:2][CH3:3])=[O:6])=[CH:8][CH:9]=1)=[O:17]. Reactant: [I-].[CH2:2]([O:4][C:5]([C:7]1[CH:12]=[CH:11][C:10]([Zn+])=[CH:9][CH:8]=1)=[O:6])[CH3:3].[CH3:14][C:15]([CH3:20])([CH3:19])[C:16](Cl)=[O:17].Cl. (5) Reactant: [CH2:1]([N:8]1[CH2:13][CH2:12][N:11]([CH2:14][CH2:15][C:16]2([C:21](O)=[O:22])[CH2:20][CH2:19][CH2:18][CH2:17]2)[CH2:10][CH2:9]1)[C:2]1[CH:7]=[CH:6][CH:5]=[CH:4][CH:3]=1.C(OC1C=CC2C(=CC=CC=2)[N:28]1C(OCC)=O)C.C([O-])(O)=O.[Na+]. Product: [CH2:1]([N:8]1[CH2:13][CH2:12][N:11]([CH2:14][CH2:15][C:16]2([C:21]([NH2:28])=[O:22])[CH2:17][CH2:18][CH2:19][CH2:20]2)[CH2:10][CH2:9]1)[C:2]1[CH:3]=[CH:4][CH:5]=[CH:6][CH:7]=1. The catalyst class is: 22. (6) Reactant: [CH3:1][C@H:2]1[C@H:6]([C:7]2[CH:12]=[CH:11][CH:10]=[CH:9][CH:8]=2)[NH:5][C:4](=[O:13])[N:3]1[C:14](=[O:22])[NH:15][CH:16]1[CH2:21][CH2:20][CH2:19][CH2:18][CH2:17]1.[H-].[Na+].[CH3:25]I. Product: [CH3:1][C@H:2]1[C@H:6]([C:7]2[CH:12]=[CH:11][CH:10]=[CH:9][CH:8]=2)[N:5]([CH3:25])[C:4](=[O:13])[N:3]1[C:14](=[O:22])[NH:15][CH:16]1[CH2:17][CH2:18][CH2:19][CH2:20][CH2:21]1. The catalyst class is: 3. (7) The catalyst class is: 2. Product: [Cl:1][C:2]1[CH:7]=[CH:6][CH:5]=[C:4]([F:8])[C:3]=1[C:9]1[N:10]=[C:11]2[CH:16]=[CH:15][CH:14]=[C:13]([O:17][CH3:18])[N:12]2[C:19]=1[NH:20][C:22]([NH:21][C:24]1[CH:33]=[CH:32][C:27]2[O:28][CH2:29][CH2:30][O:31][C:26]=2[CH:25]=1)=[O:23]. Reactant: [Cl:1][C:2]1[CH:7]=[CH:6][CH:5]=[C:4]([F:8])[C:3]=1[C:9]1[N:10]=[C:11]2[CH:16]=[CH:15][CH:14]=[C:13]([O:17][CH3:18])[N:12]2[C:19]=1[NH2:20].[N:21]([C:24]1[CH:33]=[CH:32][C:27]2[O:28][CH2:29][CH2:30][O:31][C:26]=2[CH:25]=1)=[C:22]=[O:23].